From a dataset of Forward reaction prediction with 1.9M reactions from USPTO patents (1976-2016). Predict the product of the given reaction. Given the reactants [Br:1][C:2]1[CH:8]=[CH:7][C:5]([NH2:6])=[CH:4][CH:3]=1.C([C:11](CC)([C:15]([O-:17])=O)[C:12]([O-:14])=O)C, predict the reaction product. The product is: [Br:1][C:2]1[CH:8]=[CH:7][C:5]([NH:6][C:15](=[O:17])[CH2:11][C:12]([NH:6][C:5]2[CH:7]=[CH:8][C:2]([Br:1])=[CH:3][CH:4]=2)=[O:14])=[CH:4][CH:3]=1.